This data is from HIV replication inhibition screening data with 41,000+ compounds from the AIDS Antiviral Screen. The task is: Binary Classification. Given a drug SMILES string, predict its activity (active/inactive) in a high-throughput screening assay against a specified biological target. (1) The compound is CC1(C)CC(=O)C2C(C1)Nc1ccccc1NC2c1ccccc1[N+](=O)[O-]. The result is 0 (inactive). (2) The compound is Cc1ccc(NC(=O)CCC(=O)C(C#N)c2ccc(Cl)cc2)cc1C. The result is 0 (inactive).